This data is from Catalyst prediction with 721,799 reactions and 888 catalyst types from USPTO. The task is: Predict which catalyst facilitates the given reaction. (1) Reactant: [S:1]1[C:5]2[CH:6]=[CH:7][CH:8]=[CH:9][C:4]=2[CH:3]=[C:2]1[CH:10]=O.[O:12]1[C:18]2[CH:19]=[CH:20][C:21]([S:23]([NH2:26])(=[O:25])=[O:24])=[CH:22][C:17]=2[O:16][CH2:15][CH2:14][CH2:13]1.O.[O-2].[O-2].[O-2].O=[Si]=O.O=[Si]=O.O=[Si]=O.O=[Si]=O.[Al+3].[Al+3]. Product: [S:1]1[C:5]2[CH:6]=[CH:7][CH:8]=[CH:9][C:4]=2[CH:3]=[C:2]1[CH:10]=[N:26][S:23]([C:21]1[CH:20]=[CH:19][C:18]2[O:12][CH2:13][CH2:14][CH2:15][O:16][C:17]=2[CH:22]=1)(=[O:24])=[O:25]. The catalyst class is: 11. (2) Reactant: Br[C:2]1[C:7]([CH3:8])=[CH:6][C:5]([Br:9])=[CH:4][N:3]=1.[CH:10]([OH:13])([CH3:12])[CH3:11]. Product: [Br:9][C:5]1[CH:6]=[C:7]([CH3:8])[C:2]([O:13][CH:10]([CH3:12])[CH3:11])=[N:3][CH:4]=1. The catalyst class is: 250.